This data is from NCI-60 drug combinations with 297,098 pairs across 59 cell lines. The task is: Regression. Given two drug SMILES strings and cell line genomic features, predict the synergy score measuring deviation from expected non-interaction effect. (1) Drug 1: CC(C)(C#N)C1=CC(=CC(=C1)CN2C=NC=N2)C(C)(C)C#N. Drug 2: C1=NC2=C(N=C(N=C2N1C3C(C(C(O3)CO)O)F)Cl)N. Cell line: HT29. Synergy scores: CSS=2.63, Synergy_ZIP=3.02, Synergy_Bliss=6.00, Synergy_Loewe=0.220, Synergy_HSA=0.286. (2) Drug 1: C1=CC(=CC=C1C#N)C(C2=CC=C(C=C2)C#N)N3C=NC=N3. Drug 2: CC1=C(N=C(N=C1N)C(CC(=O)N)NCC(C(=O)N)N)C(=O)NC(C(C2=CN=CN2)OC3C(C(C(C(O3)CO)O)O)OC4C(C(C(C(O4)CO)O)OC(=O)N)O)C(=O)NC(C)C(C(C)C(=O)NC(C(C)O)C(=O)NCCC5=NC(=CS5)C6=NC(=CS6)C(=O)NCCC[S+](C)C)O. Cell line: NCI-H460. Synergy scores: CSS=36.3, Synergy_ZIP=0.745, Synergy_Bliss=0.616, Synergy_Loewe=-5.16, Synergy_HSA=3.70. (3) Drug 1: CN1CCC(CC1)COC2=C(C=C3C(=C2)N=CN=C3NC4=C(C=C(C=C4)Br)F)OC. Drug 2: C1CNP(=O)(OC1)N(CCCl)CCCl. Cell line: KM12. Synergy scores: CSS=-2.35, Synergy_ZIP=6.98, Synergy_Bliss=7.35, Synergy_Loewe=4.97, Synergy_HSA=-0.972. (4) Cell line: A549. Synergy scores: CSS=53.3, Synergy_ZIP=-3.52, Synergy_Bliss=-4.42, Synergy_Loewe=-4.25, Synergy_HSA=0.858. Drug 1: CCC1=CC2CC(C3=C(CN(C2)C1)C4=CC=CC=C4N3)(C5=C(C=C6C(=C5)C78CCN9C7C(C=CC9)(C(C(C8N6C)(C(=O)OC)O)OC(=O)C)CC)OC)C(=O)OC.C(C(C(=O)O)O)(C(=O)O)O. Drug 2: C1C(C(OC1N2C=C(C(=O)NC2=O)F)CO)O. (5) Drug 1: CN(C)N=NC1=C(NC=N1)C(=O)N. Drug 2: CC1=C(C(=O)C2=C(C1=O)N3CC4C(C3(C2COC(=O)N)OC)N4)N. Cell line: NCI-H522. Synergy scores: CSS=31.1, Synergy_ZIP=-8.98, Synergy_Bliss=-0.178, Synergy_Loewe=-34.3, Synergy_HSA=1.70.